From a dataset of Catalyst prediction with 721,799 reactions and 888 catalyst types from USPTO. Predict which catalyst facilitates the given reaction. (1) Product: [CH3:1][C:2]1[C:3]([O:10][CH3:11])=[CH:4][CH:5]=[C:6]([CH3:9])[C:7]=1[B:17]([OH:20])[OH:18]. The catalyst class is: 1. Reactant: [CH3:1][C:2]1[C:7](Br)=[C:6]([CH3:9])[CH:5]=[CH:4][C:3]=1[O:10][CH3:11].[Li]CCCC.[B:17](OC)([O:20]C)[O:18]C.Cl. (2) Reactant: [Cl:1][C:2]1[CH:3]=[C:4]([C:8]2[N:9]=[C:10]([NH:16][C:17]3[CH:22]=[C:21]([CH:23]=O)[CH:20]=[CH:19][C:18]=3[N+:25]([O-:27])=[O:26])[S:11][C:12]=2[C:13]([NH2:15])=[O:14])[CH:5]=[CH:6][CH:7]=1.[C:28]([O:32][C:33](=[O:41])[NH:34][CH:35]1[CH2:40][CH2:39][NH:38][CH2:37][CH2:36]1)([CH3:31])([CH3:30])[CH3:29].C([BH3-])#N.[Na+]. Product: [C:28]([O:32][C:33](=[O:41])[NH:34][CH:35]1[CH2:40][CH2:39][N:38]([CH2:23][C:21]2[CH:20]=[CH:19][C:18]([N+:25]([O-:27])=[O:26])=[C:17]([NH:16][C:10]3[S:11][C:12]([C:13](=[O:14])[NH2:15])=[C:8]([C:4]4[CH:5]=[CH:6][CH:7]=[C:2]([Cl:1])[CH:3]=4)[N:9]=3)[CH:22]=2)[CH2:37][CH2:36]1)([CH3:31])([CH3:29])[CH3:30]. The catalyst class is: 4. (3) Reactant: C(OC([N:8]1[CH2:13][CH:12]=[C:11]([C:14]2[CH:15]=[CH:16][C:17]3[O:26][CH2:25][CH2:24][C:23]4[N:19]([N:20]=[C:21]([C:27]5[N:28]([CH2:32][C:33]([F:36])([F:35])[F:34])[N:29]=[CH:30][N:31]=5)[CH:22]=4)[C:18]=3[CH:37]=2)[CH2:10][CH2:9]1)=O)(C)(C)C.Cl.C(OCC)C. Product: [NH:8]1[CH2:13][CH2:12][CH:11]([C:14]2[CH:15]=[CH:16][C:17]3[O:26][CH2:25][CH2:24][C:23]4[N:19]([N:20]=[C:21]([C:27]5[N:28]([CH2:32][C:33]([F:35])([F:34])[F:36])[N:29]=[CH:30][N:31]=5)[CH:22]=4)[C:18]=3[CH:37]=2)[CH2:10][CH2:9]1. The catalyst class is: 45.